Task: Regression/Classification. Given a drug SMILES string, predict its absorption, distribution, metabolism, or excretion properties. Task type varies by dataset: regression for continuous measurements (e.g., permeability, clearance, half-life) or binary classification for categorical outcomes (e.g., BBB penetration, CYP inhibition). Dataset: cyp1a2_veith.. Dataset: CYP1A2 inhibition data for predicting drug metabolism from PubChem BioAssay (1) The molecule is CCn1c(C)c(/C=N/Nc2nc3ccccc3s2)c2ccccc21. The result is 1 (inhibitor). (2) The molecule is CC(=O)Nc1ccc(S(=O)(=O)c2ccc(N)cc2)cc1. The result is 0 (non-inhibitor).